Dataset: Forward reaction prediction with 1.9M reactions from USPTO patents (1976-2016). Task: Predict the product of the given reaction. (1) The product is: [Br:1][C:2]1[CH:3]=[C:4]([S:8][C:9]2[N:13]([C:14]3[CH:19]=[CH:18][CH:17]=[CH:16][C:15]=3[Cl:20])[N:12]=[C:11]([C:21]([NH:27][CH3:26])=[O:23])[CH:10]=2)[CH:5]=[CH:6][CH:7]=1. Given the reactants [Br:1][C:2]1[CH:3]=[C:4]([S:8][C:9]2[N:13]([C:14]3[CH:19]=[CH:18][CH:17]=[CH:16][C:15]=3[Cl:20])[N:12]=[C:11]([C:21]([O:23]CC)=O)[CH:10]=2)[CH:5]=[CH:6][CH:7]=1.[CH3:26][NH2:27].CO, predict the reaction product. (2) The product is: [N+:16](=[C:8]([C:5]1[CH:6]=[CH:7][C:2]([Cl:1])=[CH:3][CH:4]=1)[C:9]1[CH:10]=[CH:11][C:12]([Cl:15])=[CH:13][CH:14]=1)=[N-:17]. Given the reactants [Cl:1][C:2]1[CH:7]=[CH:6][C:5]([C:8](=[N:16][NH2:17])[C:9]2[CH:14]=[CH:13][C:12]([Cl:15])=[CH:11][CH:10]=2)=[CH:4][CH:3]=1, predict the reaction product. (3) Given the reactants [OH:1][C:2]1[CH:7]=[CH:6][C:5]([CH2:8][CH2:9][C:10]#[N:11])=[CH:4][CH:3]=1.C(=O)([O-])[O-].[K+].[K+].Br[CH:19]([CH3:22])[C:20]#[N:21], predict the reaction product. The product is: [C:10]([CH2:9][CH2:8][C:5]1[CH:4]=[CH:3][C:2]([O:1][CH:19]([CH3:22])[C:20]#[N:21])=[CH:7][CH:6]=1)#[N:11]. (4) The product is: [C:26]([O:29][C:30]([N:12]([CH2:11][C:9]1[S:10][C:5]2[C:4]([N:19]3[CH2:24][CH2:23][O:22][CH2:21][CH2:20]3)=[N:3][C:2]([Cl:1])=[N:7][C:6]=2[CH:8]=1)[CH2:13][CH2:14][CH2:15][C:16]([O:18][CH2:40][CH3:41])=[O:17])=[O:31])([CH3:28])([CH3:27])[CH3:25]. Given the reactants [Cl:1][C:2]1[N:3]=[C:4]([N:19]2[CH2:24][CH2:23][O:22][CH2:21][CH2:20]2)[C:5]2[S:10][C:9]([CH2:11][NH:12][CH2:13][CH2:14][CH2:15][C:16]([O-:18])=[O:17])=[CH:8][C:6]=2[N:7]=1.[CH3:25][C:26]([O:29][C:30](O[C:30]([O:29][C:26]([CH3:28])([CH3:27])[CH3:25])=[O:31])=[O:31])([CH3:28])[CH3:27].[CH2:40]1COC[CH2:41]1, predict the reaction product.